Dataset: Catalyst prediction with 721,799 reactions and 888 catalyst types from USPTO. Task: Predict which catalyst facilitates the given reaction. (1) Reactant: [C:1]1([C:6]2[C:14]3[C:9](=[C:10]([O:15][CH3:16])[N:11]=[CH:12][CH:13]=3)[N:8]([C:17]3[CH:22]=[CH:21][C:20]([S:23]([NH2:26])(=[O:25])=[O:24])=[CH:19][CH:18]=3)[N:7]=2)[CH2:5][CH2:4][CH2:3][CH:2]=1.O. Product: [CH:1]1([C:6]2[C:14]3[C:9](=[C:10]([O:15][CH3:16])[N:11]=[CH:12][CH:13]=3)[N:8]([C:17]3[CH:18]=[CH:19][C:20]([S:23]([NH2:26])(=[O:24])=[O:25])=[CH:21][CH:22]=3)[N:7]=2)[CH2:2][CH2:3][CH2:4][CH2:5]1. The catalyst class is: 19. (2) Reactant: [O:1]([CH2:9][C@@H:10]([N:19]1[CH:24]=[CH:23][C:22]([C:25]2[CH:30]=[CH:29][N:28]=[C:27](S(C)(=O)=O)[N:26]=2)=[CH:21][C:20]1=[O:35])[C:11]1[CH:16]=[CH:15][C:14]([Cl:17])=[C:13]([F:18])[CH:12]=1)[Si:2]([C:5]([CH3:8])([CH3:7])[CH3:6])([CH3:4])[CH3:3].[CH3:36][N:37]1[C:41]([NH2:42])=[CH:40][CH:39]=[N:38]1. Product: [Si:2]([O:1][CH2:9][C@@H:10]([N:19]1[CH:24]=[CH:23][C:22]([C:25]2[CH:30]=[CH:29][N:28]=[C:27]([NH:42][C:41]3[N:37]([CH3:36])[N:38]=[CH:39][CH:40]=3)[N:26]=2)=[CH:21][C:20]1=[O:35])[C:11]1[CH:16]=[CH:15][C:14]([Cl:17])=[C:13]([F:18])[CH:12]=1)([C:5]([CH3:8])([CH3:7])[CH3:6])([CH3:4])[CH3:3]. The catalyst class is: 3. (3) Reactant: C(OC([N:8]1[CH2:13][CH2:12][CH:11]([O:14][C:15]2[CH:20]=[CH:19][C:18]([S:21](=[O:35])(=[O:34])[N:22]([CH:30]3[CH2:33][CH2:32][CH2:31]3)[C:23]3[CH:28]=[CH:27][CH:26]=[C:25]([F:29])[CH:24]=3)=[CH:17][CH:16]=2)[CH2:10][CH2:9]1)=O)(C)(C)C.C(O)(C(F)(F)F)=O. Product: [CH:30]1([N:22]([C:23]2[CH:28]=[CH:27][CH:26]=[C:25]([F:29])[CH:24]=2)[S:21]([C:18]2[CH:19]=[CH:20][C:15]([O:14][CH:11]3[CH2:10][CH2:9][NH:8][CH2:13][CH2:12]3)=[CH:16][CH:17]=2)(=[O:35])=[O:34])[CH2:33][CH2:32][CH2:31]1. The catalyst class is: 2.